From a dataset of Catalyst prediction with 721,799 reactions and 888 catalyst types from USPTO. Predict which catalyst facilitates the given reaction. (1) Reactant: [CH3:1][O:2][C:3](=[O:32])[C:4]1[CH:9]=[CH:8][C:7]([O:10][CH2:11][CH2:12][CH2:13]Br)=[CH:6][C:5]=1[NH:15][C:16](=[O:31])[C:17]1[CH:22]=[C:21]([C:23]([F:26])([F:25])[F:24])[CH:20]=[C:19]([C:27]([F:30])([F:29])[F:28])[CH:18]=1.[C:33]1([C:42]2[CH:47]=[CH:46][CH:45]=[CH:44][CH:43]=2)[CH:38]=[CH:37][C:36]([CH:39]=[N:40][OH:41])=[CH:35][CH:34]=1.C(=O)([O-])[O-].[Cs+].[Cs+]. Product: [CH3:1][O:2][C:3](=[O:32])[C:4]1[CH:9]=[CH:8][C:7]([O:10][CH2:11][CH2:12][CH2:13][O:41]/[N:40]=[CH:39]/[C:36]2[CH:37]=[CH:38][C:33]([C:42]3[CH:43]=[CH:44][CH:45]=[CH:46][CH:47]=3)=[CH:34][CH:35]=2)=[CH:6][C:5]=1[NH:15][C:16](=[O:31])[C:17]1[CH:22]=[C:21]([C:23]([F:26])([F:25])[F:24])[CH:20]=[C:19]([C:27]([F:30])([F:29])[F:28])[CH:18]=1. The catalyst class is: 21. (2) Product: [Br:20][C@:14]1([CH3:17])[CH2:13][C@@H:12]2[C@@H:16]([C:9]([C:6]3[CH:7]=[CH:8][C:3]([OH:2])=[CH:4][CH:5]=3)=[CH:10][C:11]2=[O:18])[CH2:15]1.[Br:20][C@@:14]1([CH3:17])[CH2:13][C@@H:12]2[C@@H:16]([C:9]([C:6]3[CH:7]=[CH:8][C:3]([OH:2])=[CH:4][CH:5]=3)=[CH:10][C:11]2=[O:18])[CH2:15]1. Reactant: C[O:2][C:3]1[CH:8]=[CH:7][C:6]([C:9]2[CH:16]3[CH:12]([CH2:13][C:14](=[CH2:17])[CH2:15]3)[C:11](=[O:18])[CH:10]=2)=[CH:5][CH:4]=1.B(Br)(Br)[Br:20]. The catalyst class is: 2. (3) Reactant: [CH3:1][O:2][C:3]1[CH:10]=[C:9]([CH:11]2[CH2:13][O:12]2)[CH:8]=[CH:7][C:4]=1[C:5]#[N:6].[OH:14][CH2:15][C@@H:16]1[NH:21][CH2:20][CH2:19][N:18]([C:22]([O:24][C:25]([CH3:28])([CH3:27])[CH3:26])=[O:23])[CH2:17]1. Product: [C:5]([C:4]1[CH:7]=[CH:8][C:9]([CH:11]([OH:12])[CH2:13][N:21]2[CH2:20][CH2:19][N:18]([C:22]([O:24][C:25]([CH3:26])([CH3:27])[CH3:28])=[O:23])[CH2:17][C@@H:16]2[CH2:15][OH:14])=[CH:10][C:3]=1[O:2][CH3:1])#[N:6]. The catalyst class is: 14.